Dataset: Catalyst prediction with 721,799 reactions and 888 catalyst types from USPTO. Task: Predict which catalyst facilitates the given reaction. (1) Reactant: Cl.[F:2][C:3]1[CH:10]=[C:9]([C:11]2[CH:16]=[CH:15][N:14]=[C:13]3[NH:17][C:18]([C:20]4[CH:21]=[N:22][N:23]([CH3:25])[CH:24]=4)=[N:19][C:12]=23)[CH:8]=[CH:7][C:4]=1[CH2:5][NH2:6].CCN(C(C)C)C(C)C.[C:35]([C:39]1[CH:46]=[CH:45][C:42]([CH2:43]Br)=[CH:41][CH:40]=1)([CH3:38])([CH3:37])[CH3:36]. Product: [C:35]([C:39]1[CH:40]=[CH:41][C:42]([CH2:43][NH:6][CH2:5][C:4]2[CH:7]=[CH:8][C:9]([C:11]3[CH:16]=[CH:15][N:14]=[C:13]4[NH:17][C:18]([C:20]5[CH:21]=[N:22][N:23]([CH3:25])[CH:24]=5)=[N:19][C:12]=34)=[CH:10][C:3]=2[F:2])=[CH:45][CH:46]=1)([CH3:38])([CH3:36])[CH3:37]. The catalyst class is: 3. (2) Reactant: [H-].[Na+].[C:3]([O:7][C:8]([N:10]1[CH2:15][CH2:14][C:13]([C:17]2[CH:22]=[CH:21][C:20]([Br:23])=[CH:19][CH:18]=2)([OH:16])[CH2:12][CH2:11]1)=[O:9])([CH3:6])([CH3:5])[CH3:4].[CH3:24]I. Product: [C:3]([O:7][C:8]([N:10]1[CH2:11][CH2:12][C:13]([C:17]2[CH:22]=[CH:21][C:20]([Br:23])=[CH:19][CH:18]=2)([O:16][CH3:24])[CH2:14][CH2:15]1)=[O:9])([CH3:6])([CH3:4])[CH3:5]. The catalyst class is: 1. (3) Reactant: [CH3:1][N:2]([C:18]1[CH:23]=[CH:22][N:21]=[C:20]([S:24][CH3:25])[N:19]=1)[C:3]1[CH:11]=[C:10]([C:12]2[CH:17]=[CH:16][CH:15]=[CH:14][CH:13]=2)[C:6]2[N:7]=[CH:8][NH:9][C:5]=2[CH:4]=1.ClC1C=C(C=CC=1)C(OO)=[O:31]. Product: [CH3:1][N:2]([C:18]1[CH:23]=[CH:22][N:21]=[C:20]([S:24]([CH3:25])=[O:31])[N:19]=1)[C:3]1[CH:11]=[C:10]([C:12]2[CH:13]=[CH:14][CH:15]=[CH:16][CH:17]=2)[C:6]2[N:7]=[CH:8][NH:9][C:5]=2[CH:4]=1. The catalyst class is: 2. (4) Reactant: [CH:1]1([C:10](Cl)=[O:11])[C:9]2[C:4](=[CH:5][CH:6]=[CH:7][CH:8]=2)[CH2:3][CH2:2]1.[NH:13]1[CH2:18][CH:17]=[C:16]([C:19]2[C:27]3[C:22](=[CH:23][CH:24]=[CH:25][CH:26]=3)[NH:21][CH:20]=2)[CH2:15][CH2:14]1.C(N(CC)CC)C.[NH4+].[OH-]. Product: [CH:1]1([C:10]([N:13]2[CH2:14][CH:15]=[C:16]([C:19]3[C:27]4[C:22](=[CH:23][CH:24]=[CH:25][CH:26]=4)[NH:21][CH:20]=3)[CH2:17][CH2:18]2)=[O:11])[C:9]2[C:4](=[CH:5][CH:6]=[CH:7][CH:8]=2)[CH2:3][CH2:2]1. The catalyst class is: 410. (5) Reactant: [CH3:1][Si:2]([CH3:14])([CH3:13])[O:3][Si:4]([CH3:12])(OC)[O:5][Si:6]([CH3:9])([CH3:8])[CH3:7].[C:15]([OH:18])(=[O:17])[CH3:16].CN(C)C=O. The catalyst class is: 194. Product: [CH3:12][Si:4]([O:5][Si:6]([CH3:7])([CH3:9])[CH3:8])([O:17][C:15](=[O:18])[CH3:16])[O:3][Si:2]([CH3:13])([CH3:1])[CH3:14].